Dataset: Forward reaction prediction with 1.9M reactions from USPTO patents (1976-2016). Task: Predict the product of the given reaction. Given the reactants [CH3:1][C:2]([O:5][C:6]([N:8]1[CH2:14][CH2:13][C:12]2[CH:15]=[CH:16][C:17]([CH2:19][O:20][C:21]3[N:26]=[CH:25][C:24]([C:27]([OH:29])=O)=[CH:23][CH:22]=3)=[CH:18][C:11]=2[CH2:10][CH2:9]1)=[O:7])([CH3:4])[CH3:3].O=[C:31](N1C=CN=C1)[N:32]1C=CN=C1.CN, predict the reaction product. The product is: [CH3:31][NH:32][C:27]([C:24]1[CH:23]=[CH:22][C:21]([O:20][CH2:19][C:17]2[CH:16]=[CH:15][C:12]3[CH2:13][CH2:14][N:8]([C:6]([O:5][C:2]([CH3:1])([CH3:3])[CH3:4])=[O:7])[CH2:9][CH2:10][C:11]=3[CH:18]=2)=[N:26][CH:25]=1)=[O:29].